Dataset: Reaction yield outcomes from USPTO patents with 853,638 reactions. Task: Predict the reaction yield, written as a fraction of the theoretical maximum amount of product (1.0 means a 100% yield; for example, 0.34 means a 34% yield). The reactants are C(N(CC)CC)C.[Cl:8][CH2:9][CH2:10][CH2:11][C:12](Cl)=[O:13].[CH3:15][O:16][C:17]1[CH:18]=[C:19]2[C:24](=[C:25]3[CH2:29][C:28]([CH3:31])([CH3:30])[O:27][C:26]=13)[C:23]([C:32]1[CH:33]=[C:34]([NH2:38])[CH:35]=[CH:36][CH:37]=1)=[N:22][C:21]([CH3:40])([CH3:39])[CH2:20]2.[OH-].[Na+]. The catalyst is O1CCCC1. The product is [Cl:8][CH2:9][CH2:10][CH2:11][C:12]([NH:38][C:34]1[CH:35]=[CH:36][CH:37]=[C:32]([C:23]2[C:24]3[C:19](=[CH:18][C:17]([O:16][CH3:15])=[C:26]4[O:27][C:28]([CH3:30])([CH3:31])[CH2:29][C:25]4=3)[CH2:20][C:21]([CH3:40])([CH3:39])[N:22]=2)[CH:33]=1)=[O:13]. The yield is 0.940.